Dataset: Experimentally validated miRNA-target interactions with 360,000+ pairs, plus equal number of negative samples. Task: Binary Classification. Given a miRNA mature sequence and a target amino acid sequence, predict their likelihood of interaction. (1) The miRNA is hsa-miR-212-5p with sequence ACCUUGGCUCUAGACUGCUUACU. The protein sequence of the target gene is MSLLCVGVKKAKFDGAQEKFNTYVTLKVQNVKSTTIAVRGSQPSWEQDFMFEINRLDLGLTVEVWNKGLIWDTMVGTVWIPLRTIRQSNEEGPGEWLTLDSQVIMADSEICGTKDPTFHRILLDTRFELPLDIPEEEARYWAKKLEQLNAMRDQDEYSFQDEQDKPLPVPSNQCCNWNYFGWGEQHNDDPDSAVDDRDSDYRSETSNSIPPPYYTTSQPNASVHQYSVRPPPLGSRESYSDSMHSYEEFSEPQALSPTGSSRYASSGELSQGSSQLSEDFDPDEHSLQGSDMEDERDRDS.... Result: 1 (interaction). (2) The miRNA is hsa-miR-455-3p with sequence GCAGUCCAUGGGCAUAUACAC. The protein sequence of the target gene is MDWLMGKSKAKPNGKKPAAEEKKVYLEPEHTKSRITDFEFKELVVLPREIDLNEWLASNTTTFFHHINLQYSTISEFCTGETCQTMAVCNTQYYWYDERGKKVKCTAPQYVDFVMSSVQKLVTDEDVFPTKYGREFPSSFESLVKKICKYLFHVLGHIYWAHFKETLALELHGHLNTLYVHFILFAREFNLLDPKETAVMDDLTEVLCSSPGNSGATGDGANSGASGAQNHVKER. Result: 0 (no interaction). (3) The miRNA is hsa-miR-335-5p with sequence UCAAGAGCAAUAACGAAAAAUGU. The protein sequence of the target gene is MGDWSFLGNILEEVNEHSTVIGRVWLTVLFIFRILILGTAAEFVWGDEQSDFVCNTQQPGCENVCYDEAFPISHIRLWVLQIIFVSTPSLMYVGHAVHYVRMEEKRKSREAEELGQQAGTNGGPDQGSVKKSSGSKGTKKFRLEGTLLRTYICHIIFKTLFEVGFIVGHYFLYGFRILPLYRCSRWPCPNVVDCFVSRPTEKTIFILFMLSVASVSLFLNVMELGHLGLKGIRSALKRPVEQPLGEIPEKSLHSIAVSSIQKAKGYQLLEEEKIVSHYFPLTEVGMVETSPLPAKPFNQF.... Result: 1 (interaction). (4) The miRNA is hsa-miR-1224-3p with sequence CCCCACCUCCUCUCUCCUCAG. The protein sequence of the target gene is MNPQQQRMAAIGTDKELSDLLDFSAMFSPPVNSGKTRPTTLGSSQFSGSGIDERGGTTSWGTSGQPSPSYDSSRGFTDSPHYSDHLNDSRLGAHEGLSPTPFMNSNLMGKTSERGSFSLYSRDTGLPGCQSSLLRQDLGLGSPAQLSSSGKPGTAYYSFSATSSRRRPLHDSAALDPLQAKKVRKVPPGLPSSVYAPSPNSDDFNRESPSYPSPKPPTSMFASTFFMQDGTHNSSDLWSSSNGMSQPGFGGILGTSTSHMSQSSSYGNLHSHDRLSYPPHSVSPTDINTSLPPMSSFHRG.... Result: 1 (interaction).